This data is from Full USPTO retrosynthesis dataset with 1.9M reactions from patents (1976-2016). The task is: Predict the reactants needed to synthesize the given product. (1) The reactants are: [CH:1]([CH2:3][C:4]1([CH2:10][CH2:11][O:12][C:13]2[CH:22]=[CH:21][CH:20]=[CH:19][C:14]=2[C:15]([O:17][CH3:18])=[O:16])[CH2:9][CH2:8][CH2:7][CH2:6][CH2:5]1)=O.[C:23]1([CH3:36])[CH:28]=[CH:27][C:26]([NH:29][CH:30]2[CH2:35][CH2:34][NH:33][CH2:32][CH2:31]2)=[CH:25][CH:24]=1.ClCCCl.C(O[BH-](OC(=O)C)OC(=O)C)(=O)C.[Na+]. Given the product [C:23]1([CH3:36])[CH:24]=[CH:25][C:26]([NH:29][CH:30]2[CH2:35][CH2:34][N:33]([CH2:1][CH2:3][C:4]3([CH2:10][CH2:11][O:12][C:13]4[CH:22]=[CH:21][CH:20]=[CH:19][C:14]=4[C:15]([O:17][CH3:18])=[O:16])[CH2:9][CH2:8][CH2:7][CH2:6][CH2:5]3)[CH2:32][CH2:31]2)=[CH:27][CH:28]=1, predict the reactants needed to synthesize it. (2) Given the product [Br:35][C:36]1[C:37]([N:46]2[CH2:51][CH2:50][N:49]([CH2:52][C:53]3[CH:54]=[N:55][CH:56]=[CH:57][CH:58]=3)[CH2:48][CH2:47]2)=[C:38]2[N:43]=[C:67]([C:69]3[CH:70]=[C:71]([CH:81]=[CH:82][CH:83]=3)[CH2:72][NH:73][C:74](=[O:80])[O:75][C:76]([CH3:79])([CH3:77])[CH3:78])[NH:42][C:39]2=[N:40][CH:41]=1, predict the reactants needed to synthesize it. The reactants are: BrC1C(N2CCN(C(NC3C=CC=CC=3)=O)CC2)=C2N=C(C3C=CC(N(C)C)=CC=3)NC2=NC=1.[Br:35][C:36]1[C:37]([N:46]2[CH2:51][CH2:50][N:49]([CH2:52][C:53]3[CH:54]=[N:55][CH:56]=[CH:57][CH:58]=3)[CH2:48][CH2:47]2)=[C:38]([N+:43]([O-])=O)[C:39]([NH2:42])=[N:40][CH:41]=1.[O-]S(S([O-])=O)=O.[Na+].[Na+].[CH:67]([C:69]1[CH:70]=[C:71]([CH:81]=[CH:82][CH:83]=1)[CH2:72][NH:73][C:74](=[O:80])[O:75][C:76]([CH3:79])([CH3:78])[CH3:77])=O. (3) The reactants are: [F:1][C:2]1[CH:8]=[CH:7][C:5]([NH2:6])=[CH:4][CH:3]=1.[I:9]I. Given the product [F:1][C:2]1[CH:8]=[CH:7][C:5]([NH2:6])=[C:4]([I:9])[CH:3]=1, predict the reactants needed to synthesize it. (4) Given the product [F:30][C:28]([F:29])([F:31])[C:25]1[CH:26]=[CH:27][C:22]([O:21][CH2:20][C:17]2[CH:18]=[CH:19][C:14]([S:13][C:10]3[CH:11]=[CH:12][C:7]([O:6][CH2:5][C:4]([OH:33])=[O:3])=[C:8]([CH3:32])[CH:9]=3)=[CH:15][CH:16]=2)=[CH:23][CH:24]=1, predict the reactants needed to synthesize it. The reactants are: C([O:3][C:4](=[O:33])[CH2:5][O:6][C:7]1[CH:12]=[CH:11][C:10]([S:13][C:14]2[CH:19]=[CH:18][C:17]([CH2:20][O:21][C:22]3[CH:27]=[CH:26][C:25]([C:28]([F:31])([F:30])[F:29])=[CH:24][CH:23]=3)=[CH:16][CH:15]=2)=[CH:9][C:8]=1[CH3:32])C.C1COCC1.CO.[OH-].[Na+]. (5) Given the product [CH3:36][O:37][CH:2]([CH2:30][O:31][CH3:38])[CH2:3][N:4]1[C:28](=[O:29])[C:7]2=[N:8][N:9]([CH2:16][C:17]3[CH:22]=[CH:21][C:20]([N:23]4[CH:27]=[CH:26][CH:25]=[N:24]4)=[CH:19][CH:18]=3)[C:10]3[CH:11]=[CH:12][CH:13]=[CH:14][C:15]=3[C:6]2=[N:5]1, predict the reactants needed to synthesize it. The reactants are: O[CH:2]([CH2:30][OH:31])[CH2:3][N:4]1[C:28](=[O:29])[C:7]2=[N:8][N:9]([CH2:16][C:17]3[CH:22]=[CH:21][C:20]([N:23]4[CH:27]=[CH:26][CH:25]=[N:24]4)=[CH:19][CH:18]=3)[C:10]3[CH:11]=[CH:12][CH:13]=[CH:14][C:15]=3[C:6]2=[N:5]1.[H-].[Na+].IC.[CH3:36][OH:37].[CH3:38]N(C)C=O. (6) Given the product [C:25]([O:24][C@@H:18]([C:9]1[C:8]([CH3:29])=[CH:7][C:5]2[N:6]=[C:2]([C:62]3[CH:61]=[CH:2][N:6]=[C:5]([C:35]4[CH:36]=[CH:37][CH:38]=[C:39]5[C:34]=4[CH2:33][C:32](=[O:49])[N:31]5[CH3:30])[CH:4]=3)[S:3][C:4]=2[C:10]=1[C:11]1[CH:16]=[CH:15][C:14]([Cl:17])=[CH:13][CH:12]=1)[C:19]([O:21][CH2:22][CH3:23])=[O:20])([CH3:28])([CH3:27])[CH3:26], predict the reactants needed to synthesize it. The reactants are: Br[C:2]1[S:3][C:4]2[C:10]([C:11]3[CH:16]=[CH:15][C:14]([Cl:17])=[CH:13][CH:12]=3)=[C:9]([C@H:18]([O:24][C:25]([CH3:28])([CH3:27])[CH3:26])[C:19]([O:21][CH2:22][CH3:23])=[O:20])[C:8]([CH3:29])=[CH:7][C:5]=2[N:6]=1.[CH3:30][N:31]1[C:39]2[C:34](=[CH:35][C:36](B3OC(C)(C)C(C)(C)O3)=[CH:37][CH:38]=2)[CH2:33][C:32]1=[O:49].C([O-])([O-])=O.[K+].[K+].O.O1[CH2:62][CH2:61]OCC1. (7) Given the product [OH:80][CH2:79][CH2:78][CH2:77][O:76][C:72]1[CH:71]=[C:70]([CH:69]2[CH2:68][CH2:67][N:66]([C:87]([O:89][CH2:90][C:91]([Cl:92])([Cl:93])[Cl:94])=[O:88])[CH2:65][CH:64]2[O:63][CH2:62][C:53]2[CH:54]=[CH:55][C:56]3[C:61](=[CH:60][CH:59]=[CH:58][CH:57]=3)[CH:52]=2)[CH:75]=[CH:74][CH:73]=1, predict the reactants needed to synthesize it. The reactants are: C(N1CCC(C2C=CC=C(OCCCOC3CCCCO3)C=2)C(OCC2C=CC3C(=CC=CC=3)C=2)C1)C1C=CC=CC=1.ClC(OCC(Cl)(Cl)Cl)=O.[CH:52]1[C:61]2[C:56](=[CH:57][CH:58]=[CH:59][CH:60]=2)[CH:55]=[CH:54][C:53]=1[CH2:62][O:63][CH:64]1[CH:69]([C:70]2[CH:75]=[CH:74][CH:73]=[C:72]([O:76][CH2:77][CH2:78][CH2:79][O:80]C3CCCCO3)[CH:71]=2)[CH2:68][CH2:67][N:66]([C:87]([O:89][CH2:90][C:91]([Cl:94])([Cl:93])[Cl:92])=[O:88])[CH2:65]1.